This data is from Reaction yield outcomes from USPTO patents with 853,638 reactions. The task is: Predict the reaction yield, written as a fraction of the theoretical maximum amount of product (1.0 means a 100% yield; for example, 0.34 means a 34% yield). (1) The reactants are Br[C:2]1[CH:7]=[C:6]([O:8][C:9]2[CH:14]=[CH:13][CH:12]=[CH:11][CH:10]=2)[CH:5]=[CH:4][C:3]=1[CH2:15][CH2:16][O:17][CH2:18][O:19][CH3:20].[B:21]1([B:21]2[O:25][C:24]([CH3:27])([CH3:26])[C:23]([CH3:29])([CH3:28])[O:22]2)[O:25][C:24]([CH3:27])([CH3:26])[C:23]([CH3:29])([CH3:28])[O:22]1.C([O-])(=O)C.[K+]. The catalyst is O1CCOCC1.C1C=CC(P(C2C=CC=CC=2)[C-]2C=CC=C2)=CC=1.C1C=CC(P(C2C=CC=CC=2)[C-]2C=CC=C2)=CC=1.Cl[Pd]Cl.[Fe+2]. The product is [CH3:20][O:19][CH2:18][O:17][CH2:16][CH2:15][C:3]1[CH:4]=[CH:5][C:6]([O:8][C:9]2[CH:14]=[CH:13][CH:12]=[CH:11][CH:10]=2)=[CH:7][C:2]=1[B:21]1[O:25][C:24]([CH3:27])([CH3:26])[C:23]([CH3:29])([CH3:28])[O:22]1. The yield is 0.830. (2) The product is [O:12]=[C:11]1[N:10]2[CH2:9][C@H:8]([C:21]([OH:23])=[O:22])[CH2:7][CH2:6][C@H:5]2[CH:14]([CH:15]=[CH2:20])[O:13]1. The catalyst is C1COCC1. The reactants are OC([C@H:5]1[N:10]([C:11]([O:13][CH2:14][C:15]2[CH:20]=CC=CC=2)=[O:12])[CH2:9][C@H:8]([C:21]([O:23]CC)=[O:22])[CH2:7][CH2:6]1)C=C.O[Li].O. The yield is 0.774. (3) The reactants are [C:1]1([CH2:7][O:8][CH2:9][C@@H:10]([OH:17])[C@H:11]([CH2:14][CH:15]=[CH2:16])[CH2:12][OH:13])[CH:6]=[CH:5][CH:4]=[CH:3][CH:2]=1.[C:18](Cl)(=[O:25])[C:19]1[CH:24]=[CH:23][CH:22]=[CH:21][CH:20]=1.O. The catalyst is N1C=CC=CC=1. The product is [C:18]([O:13][CH2:12][C@H:11]([C@H:10]([OH:17])[CH2:9][O:8][CH2:7][C:1]1[CH:6]=[CH:5][CH:4]=[CH:3][CH:2]=1)[CH2:14][CH:15]=[CH2:16])(=[O:25])[C:19]1[CH:24]=[CH:23][CH:22]=[CH:21][CH:20]=1. The yield is 0.660. (4) The product is [S:9]1[C:5]2[CH:4]=[CH:3][C:2]([OH:12])=[CH:10][C:6]=2[CH:7]=[N:8]1. The yield is 0.300. The reactants are N[C:2]1[CH:3]=[CH:4][C:5]2[S:9][N:8]=[CH:7][C:6]=2[CH:10]=1.S(=O)(=O)(O)[OH:12].N([O-])=O.[Na+]. The catalyst is O. (5) The reactants are [OH:1][C:2]1[CH:9]=[CH:8][C:5]([CH:6]=[O:7])=[CH:4][C:3]=1[CH3:10].C([O-])([O-])=O.[K+].[K+].Cl[C:18]1[CH:25]=[CH:24][C:21]([C:22]#[N:23])=[CH:20][N:19]=1.O. The product is [CH:6]([C:5]1[CH:8]=[CH:9][C:2]([O:1][C:18]2[CH:25]=[CH:24][C:21]([C:22]#[N:23])=[CH:20][N:19]=2)=[C:3]([CH3:10])[CH:4]=1)=[O:7]. The yield is 0.970. The catalyst is CN(C=O)C. (6) The reactants are Cl[C:2]1[N:7]=[C:6]([NH:8][C@H:9]2[CH2:14][CH2:13][C@H:12]([OH:15])[CH2:11][CH2:10]2)[C:5](B(O)O)=[CH:4][N:3]=1.Br[C:20]1[CH:25]=[C:24]([CH2:26][N:27]2[CH2:32][CH2:31][O:30][CH2:29][CH2:28]2)[CH:23]=[CH:22][N:21]=1.C1(P(C2CCCCC2)C2CCCCC2)CCCCC1.[O-]P([O-])([O-])=O.[K+].[K+].[K+].[CH2:60]([NH2:64])[CH2:61][CH2:62][CH3:63]. The catalyst is C1C=CC(/C=C/C(/C=C/C2C=CC=CC=2)=O)=CC=1.C1C=CC(/C=C/C(/C=C/C2C=CC=CC=2)=O)=CC=1.C1C=CC(/C=C/C(/C=C/C2C=CC=CC=2)=O)=CC=1.[Pd].[Pd]. The product is [CH2:60]([NH:64][C:2]1[N:7]=[C:6]([NH:8][C@H:9]2[CH2:14][CH2:13][C@H:12]([OH:15])[CH2:11][CH2:10]2)[C:5]([C:20]2[CH:25]=[C:24]([CH2:26][N:27]3[CH2:32][CH2:31][O:30][CH2:29][CH2:28]3)[CH:23]=[CH:22][N:21]=2)=[CH:4][N:3]=1)[CH2:61][CH2:62][CH3:63]. The yield is 0.750. (7) The reactants are [H-].[Na+].[CH3:3][S:4]([NH2:7])(=[O:6])=[O:5].F[C:9]1[C:10]([CH3:29])=[N:11][C:12]2[C:17]([N:18]=1)=[C:16]([C:19]1[NH:27][C:26]3[CH2:25][CH2:24][NH:23][C:22](=[O:28])[C:21]=3[CH:20]=1)[CH:15]=[CH:14][CH:13]=2.[C:30]([OH:36])([C:32]([F:35])([F:34])[F:33])=[O:31]. The catalyst is CN(C=O)C.CS(C)=O. The product is [F:33][C:32]([F:35])([F:34])[C:30]([OH:36])=[O:31].[CH3:29][C:10]1[C:9]([NH:7][S:4]([CH3:3])(=[O:6])=[O:5])=[N:18][C:17]2[C:12]([N:11]=1)=[CH:13][CH:14]=[CH:15][C:16]=2[C:19]1[NH:27][C:26]2[CH2:25][CH2:24][NH:23][C:22](=[O:28])[C:21]=2[CH:20]=1. The yield is 0.180. (8) The reactants are [C:1]([NH:4][C:5]1[C:9]([Cl:10])=[C:8](Cl)[S:7][C:6]=1[C:12]([O:14][CH3:15])=[O:13])(=[O:3])[CH3:2].[C:16]1(B(O)O)[CH:21]=[CH:20][CH:19]=[CH:18][CH:17]=1.[F-].[K+].C1COCC1. The catalyst is C(OCC)(=O)C.C1C=CC([P]([Pd]([P](C2C=CC=CC=2)(C2C=CC=CC=2)C2C=CC=CC=2)([P](C2C=CC=CC=2)(C2C=CC=CC=2)C2C=CC=CC=2)[P](C2C=CC=CC=2)(C2C=CC=CC=2)C2C=CC=CC=2)(C2C=CC=CC=2)C2C=CC=CC=2)=CC=1. The product is [C:1]([NH:4][C:5]1[C:9]([Cl:10])=[C:8]([C:16]2[CH:21]=[CH:20][CH:19]=[CH:18][CH:17]=2)[S:7][C:6]=1[C:12]([O:14][CH3:15])=[O:13])(=[O:3])[CH3:2]. The yield is 0.650. (9) The reactants are C[O:2][C:3]([C:5]1[CH:10]=[CH:9][C:8](=[O:11])[NH:7][C:6]=1[NH:12][C:13]1[CH:18]=[CH:17][C:16]([Br:19])=[CH:15][C:14]=1[F:20])=[O:4].COC(=O)C1C=CC(OC)=NC=1NC1C=CC(Br)=CC=1F.C(O)(=O)C.Br. The product is [Br:19][C:16]1[CH:17]=[CH:18][C:13]([NH:12][C:6]2[NH:7][C:8](=[O:11])[CH:9]=[CH:10][C:5]=2[C:3]([OH:4])=[O:2])=[C:14]([F:20])[CH:15]=1. The catalyst is CCOC(C)=O. The yield is 0.790. (10) The reactants are Cl[C:2]1[CH:7]=[C:6]([Cl:8])[N:5]=[CH:4][N:3]=1.[CH2:9]([O:11][C:12]([CH2:14][N:15]1[CH2:20][CH2:19][NH:18][CH2:17][CH2:16]1)=[O:13])[CH3:10].C(N(C(C)C)CC)(C)C. The catalyst is C(O)(C)C. The product is [CH2:9]([O:11][C:12](=[O:13])[CH2:14][N:15]1[CH2:20][CH2:19][N:18]([C:2]2[CH:7]=[C:6]([Cl:8])[N:5]=[CH:4][N:3]=2)[CH2:17][CH2:16]1)[CH3:10]. The yield is 0.930.